Dataset: Peptide-MHC class I binding affinity with 185,985 pairs from IEDB/IMGT. Task: Regression. Given a peptide amino acid sequence and an MHC pseudo amino acid sequence, predict their binding affinity value. This is MHC class I binding data. The peptide sequence is WSPQAQGIL. The MHC is Patr-A0301 with pseudo-sequence Patr-A0301. The binding affinity (normalized) is 0.